This data is from Full USPTO retrosynthesis dataset with 1.9M reactions from patents (1976-2016). The task is: Predict the reactants needed to synthesize the given product. (1) Given the product [Cl:14][C:12]1[CH:13]=[C:8]2[C:7](=[O:17])[C:6]3[CH:18]=[C:2]([NH:30][S:27]([N:26]([CH2:25][C@@H:20]4[CH2:21][O:22][CH2:23][CH2:24][O:19]4)[CH3:31])(=[O:28])=[O:29])[CH:3]=[CH:4][C:5]=3[CH:16]=[CH:15][C:9]2=[N:10][CH:11]=1, predict the reactants needed to synthesize it. The reactants are: Br[C:2]1[CH:3]=[CH:4][C:5]2[CH:16]=[CH:15][C:9]3=[N:10][CH:11]=[C:12]([Cl:14])[CH:13]=[C:8]3[C:7](=[O:17])[C:6]=2[CH:18]=1.[O:19]1[CH2:24][CH2:23][O:22][CH2:21][C@H:20]1[CH2:25][N:26]([CH3:31])[S:27]([NH2:30])(=[O:29])=[O:28].CC(C)([O-])C.[Na+].CC1(C)C2C(=C(P(C3C=CC=CC=3)C3C=CC=CC=3)C=CC=2)OC2C(P(C3C=CC=CC=3)C3C=CC=CC=3)=CC=CC1=2. (2) Given the product [CH3:38][N:39]([CH3:40])[C:26]([C:23]1[CH:22]=[CH:20][C:19]2[O:18][C:17]([C:12]([C:9]3[CH:10]=[CH:11][C:6]([O:5][CH2:4][C:3](=[O:30])[C:2]([CH3:32])([CH3:1])[CH3:31])=[C:7]([CH3:29])[CH:8]=3)([CH2:15][CH3:16])[CH2:13][CH3:14])=[N:21][C:33]=2[CH:34]=1)=[O:28], predict the reactants needed to synthesize it. The reactants are: [CH3:1][C:2]([CH3:32])([CH3:31])[C:3](=[O:30])[CH2:4][O:5][C:6]1[CH:11]=[CH:10][C:9]([C:12]([C:17]2[O:18][C:19]3C=C[C:23]([C:26]([OH:28])=O)=[CH:22][C:20]=3[N:21]=2)([CH2:15][CH3:16])[CH2:13][CH3:14])=[CH:8][C:7]=1[CH3:29].[CH2:33](Cl)[CH2:34]Cl.Cl.[CH3:38][NH:39][CH3:40]. (3) The reactants are: [C:1]([C:5]1[O:10][C:9](=O)[CH:8]=[C:7]([OH:12])[CH:6]=1)([CH3:4])([CH3:3])[CH3:2].[NH4+:13].[OH-]. Given the product [C:1]([C:5]1[NH:13][C:9](=[O:10])[CH:8]=[C:7]([OH:12])[CH:6]=1)([CH3:4])([CH3:3])[CH3:2], predict the reactants needed to synthesize it. (4) Given the product [F:1][C:2]1[C:3]([C:10]2[CH:15]=[CH:14][C:13]([O:16][CH2:17][C:18]3[CH:23]=[CH:22][C:21]([O:24][CH3:25])=[CH:20][CH:19]=3)=[CH:12][C:11]=2[CH:26]([OH:31])[C:27]([CH3:29])([CH3:28])[CH3:30])=[CH:4][C:5]([O:8][CH3:9])=[N:6][CH:7]=1, predict the reactants needed to synthesize it. The reactants are: [F:1][C:2]1[C:3]([C:10]2[CH:15]=[CH:14][C:13]([O:16][CH2:17][C:18]3[CH:23]=[CH:22][C:21]([O:24][CH3:25])=[CH:20][CH:19]=3)=[CH:12][C:11]=2[C:26](=[O:31])[C:27]([CH3:30])([CH3:29])[CH3:28])=[CH:4][C:5]([O:8][CH3:9])=[N:6][CH:7]=1.[BH4-].[Na+].[Cl-].[NH4+]. (5) Given the product [C:40]1([S:46]([O-:49])(=[O:48])=[O:47])[CH:45]=[CH:44][CH:43]=[CH:42][CH:41]=1.[CH3:1][C:2]1[N:6]([CH2:7][C:8]2[CH:9]=[C:10]([NH+:14]3[CH2:19][CH2:18][CH:17]([S:20]([CH3:23])(=[O:21])=[O:22])[CH2:16][CH2:15]3)[CH:11]=[CH:12][CH:13]=2)[N:5]=[C:4]([C:24]2[O:28][N:27]=[C:26]([C:29]3[CH:30]=[CH:31][C:32]([O:35][C:36]([F:38])([F:37])[F:39])=[CH:33][CH:34]=3)[N:25]=2)[N:3]=1, predict the reactants needed to synthesize it. The reactants are: [CH3:1][C:2]1[N:6]([CH2:7][C:8]2[CH:13]=[CH:12][CH:11]=[C:10]([N:14]3[CH2:19][CH2:18][CH:17]([S:20]([CH3:23])(=[O:22])=[O:21])[CH2:16][CH2:15]3)[CH:9]=2)[N:5]=[C:4]([C:24]2[O:28][N:27]=[C:26]([C:29]3[CH:34]=[CH:33][C:32]([O:35][C:36]([F:39])([F:38])[F:37])=[CH:31][CH:30]=3)[N:25]=2)[N:3]=1.[C:40]1([S:46]([OH:49])(=[O:48])=[O:47])[CH:45]=[CH:44][CH:43]=[CH:42][CH:41]=1. (6) Given the product [CH3:17][S:16][C:7]1[N:8]=[CH:9][C:10]2[C:11](=[O:12])[NH:2][CH:3]=[CH:4][C:5]=2[N:6]=1, predict the reactants needed to synthesize it. The reactants are: C[N:2](C)/[CH:3]=[CH:4]/[C:5]1[C:10]([C:11](OCC)=[O:12])=[CH:9][N:8]=[C:7]([S:16][CH3:17])[N:6]=1.[Cl-].[NH4+].